This data is from Forward reaction prediction with 1.9M reactions from USPTO patents (1976-2016). The task is: Predict the product of the given reaction. (1) Given the reactants [Cs].[ClH:2].[Cl:3][C:4]1[S:8][C:7]([C:9]([N:11]([CH2:22][C@@H:23]2[O:27][C:26](=[O:28])[N:25]([C:29]3[CH:34]=[CH:33][C:32]([N:35]4[CH2:40][CH2:39][O:38][CH2:37][C:36]4=[O:41])=[CH:31][CH:30]=3)[CH2:24]2)[CH:12]([C:19]([OH:21])=[O:20])[NH:13][CH2:14][CH2:15][CH2:16]C=O)=[O:10])=[CH:6][CH:5]=1, predict the reaction product. The product is: [ClH:3].[Cl:2][C:4]1[S:8][C:7]([C:9]([N:11]([CH2:22][C@@H:23]2[O:27][C:26](=[O:28])[N:25]([C:29]3[CH:34]=[CH:33][C:32]([N:35]4[CH2:40][CH2:39][O:38][CH2:37][C:36]4=[O:41])=[CH:31][CH:30]=3)[CH2:24]2)[C@@:12]([C:19]([OH:21])=[O:20])([CH:5]([CH3:6])[CH3:4])[NH:13][CH2:14][CH2:15][CH2:16][CH2:7][CH:9]=[O:10])=[O:10])=[CH:6][CH:5]=1. (2) The product is: [Cl:12][C:13]1[C:18]([C:2]2[CH:10]=[C:9]3[C:5]([CH:6]=[N:7][N:8]3[CH3:11])=[CH:4][CH:3]=2)=[CH:17][CH:16]=[CH:15][N:14]=1. Given the reactants Br[C:2]1[CH:10]=[C:9]2[C:5]([CH:6]=[N:7][N:8]2[CH3:11])=[CH:4][CH:3]=1.[Cl:12][C:13]1[C:18](B2OC(C)(C)C(C)(C)O2)=[CH:17][CH:16]=[CH:15][N:14]=1.C([O-])([O-])=O.[Na+].[Na+].ClC1C(C2C=C3C(=CC=2)NN=C3)=CC=CN=1, predict the reaction product. (3) The product is: [CH2:15]([C:6]1[CH:7]=[C:2]([Cl:1])[CH:3]=[C:4]([O:9][CH3:10])[C:5]=1[OH:8])[CH:14]=[CH2:13]. Given the reactants [Cl:1][C:2]1[CH:7]=[CH:6][C:5]([OH:8])=[C:4]([O:9][CH3:10])[CH:3]=1.[H-].[Na+].[CH2:13](Br)[CH:14]=[CH2:15].C(OCC=C)C=C.C1(C)C=C(C)C=C(C)C=1.C(C1C(C(F)(F)F)=CC=C(Cl)C=1O)C=C, predict the reaction product. (4) Given the reactants [CH3:1][C:2]1[CH:3]=[C:4]([CH:7]=[CH:8][C:9]=1[N+:10]([O-])=O)[C:5]#[N:6].Cl[Sn]Cl, predict the reaction product. The product is: [C:5]([C:4]1[CH:7]=[CH:8][C:9]([NH2:10])=[C:2]([CH3:1])[CH:3]=1)#[N:6]. (5) Given the reactants Br[C:2]1[S:3][C:4]([N+:7]([O-:9])=[O:8])=[CH:5][CH:6]=1.[CH:10]1([N:14]2[CH2:20][CH2:19][C:18]3[CH:21]=[C:22]([OH:25])[CH:23]=[CH:24][C:17]=3[CH2:16][CH2:15]2)[CH2:13][CH2:12][CH2:11]1.C(=O)([O-])[O-].[K+].[K+], predict the reaction product. The product is: [CH:10]1([N:14]2[CH2:15][CH2:16][C:17]3[CH:24]=[CH:23][C:22]([O:25][C:2]4[S:3][C:4]([N+:7]([O-:9])=[O:8])=[CH:5][CH:6]=4)=[CH:21][C:18]=3[CH2:19][CH2:20]2)[CH2:13][CH2:12][CH2:11]1. (6) Given the reactants [CH2:1]([O:3][CH2:4][CH2:5][S:6][C:7]1[CH:12]=[C:11]([CH3:13])[C:10]([C:14]2[CH:19]=[CH:18][CH:17]=[C:16]([CH:20]=[O:21])[CH:15]=2)=[C:9]([CH3:22])[CH:8]=1)[CH3:2].[BH4-].[Na+], predict the reaction product. The product is: [CH2:1]([O:3][CH2:4][CH2:5][S:6][C:7]1[CH:12]=[C:11]([CH3:13])[C:10]([C:14]2[CH:19]=[CH:18][CH:17]=[C:16]([CH2:20][OH:21])[CH:15]=2)=[C:9]([CH3:22])[CH:8]=1)[CH3:2].